From a dataset of CYP2D6 inhibition data for predicting drug metabolism from PubChem BioAssay. Regression/Classification. Given a drug SMILES string, predict its absorption, distribution, metabolism, or excretion properties. Task type varies by dataset: regression for continuous measurements (e.g., permeability, clearance, half-life) or binary classification for categorical outcomes (e.g., BBB penetration, CYP inhibition). Dataset: cyp2d6_veith. (1) The compound is COc1ccc2c3c([nH]c2c1)[C@@H]1C[C@H]2[C@H](C(=O)O)[C@@H](OC)[C@@H](O)C[C@H]2CN1CC3. The result is 0 (non-inhibitor). (2) The drug is COc1ccc(COC(=O)N/N=C2/C[C@@H](O)[C@@H](O)[C@H]3[C@@H]2CC[C@@H]2C(=O)N([C@@H](C)c4ccccc4)C(=O)[C@H]23)cc1. The result is 0 (non-inhibitor).